This data is from Reaction yield outcomes from USPTO patents with 853,638 reactions. The task is: Predict the reaction yield, written as a fraction of the theoretical maximum amount of product (1.0 means a 100% yield; for example, 0.34 means a 34% yield). (1) The reactants are [NH2:1][CH2:2][CH:3]1[C:7]2[CH:8]=[C:9]([C:12]3[C:20]4[C:15](=[CH:16][C:17]([F:21])=[CH:18][CH:19]=4)[NH:14][CH:13]=3)[CH:10]=[CH:11][C:6]=2[S:5](=[O:23])(=[O:22])[N:4]1[C:24]([CH3:27])([CH3:26])[CH3:25].CCN(C(C)C)C(C)C.[C:37](Cl)(=[O:39])[CH3:38]. The catalyst is C(Cl)Cl. The product is [C:24]([N:4]1[CH:3]([CH2:2][NH:1][C:37](=[O:39])[CH3:38])[C:7]2[CH:8]=[C:9]([C:12]3[C:20]4[C:15](=[CH:16][C:17]([F:21])=[CH:18][CH:19]=4)[NH:14][CH:13]=3)[CH:10]=[CH:11][C:6]=2[S:5]1(=[O:23])=[O:22])([CH3:27])([CH3:26])[CH3:25]. The yield is 0.230. (2) The reactants are C(N(CC)CC)C.[Cl:8][C:9]1[N:10]=[N:11][C:12]([N:15]2[CH2:20][CH2:19][NH:18][CH2:17][CH2:16]2)=[CH:13][CH:14]=1.[F:21][C:22]([F:33])([F:32])[C:23]1[CH:31]=[CH:30][CH:29]=[CH:28][C:24]=1[C:25](Cl)=[O:26]. The catalyst is ClCCl. The product is [Cl:8][C:9]1[N:10]=[N:11][C:12]([N:15]2[CH2:16][CH2:17][N:18]([C:25]([C:24]3[CH:28]=[CH:29][CH:30]=[CH:31][C:23]=3[C:22]([F:21])([F:32])[F:33])=[O:26])[CH2:19][CH2:20]2)=[CH:13][CH:14]=1. The yield is 0.790.